Task: Regression. Given a peptide amino acid sequence and an MHC pseudo amino acid sequence, predict their binding affinity value. This is MHC class I binding data.. Dataset: Peptide-MHC class I binding affinity with 185,985 pairs from IEDB/IMGT The MHC is HLA-A68:01 with pseudo-sequence HLA-A68:01. The peptide sequence is KFTILEYLY. The binding affinity (normalized) is 0.381.